From a dataset of Peptide-MHC class I binding affinity with 185,985 pairs from IEDB/IMGT. Regression. Given a peptide amino acid sequence and an MHC pseudo amino acid sequence, predict their binding affinity value. This is MHC class I binding data. The peptide sequence is SDRLHHDPL. The MHC is HLA-A02:01 with pseudo-sequence HLA-A02:01. The binding affinity (normalized) is 0.0847.